This data is from Reaction yield outcomes from USPTO patents with 853,638 reactions. The task is: Predict the reaction yield, written as a fraction of the theoretical maximum amount of product (1.0 means a 100% yield; for example, 0.34 means a 34% yield). (1) The reactants are [CH2:1]1[C:9]2[C:4](=[CH:5][CH:6]=[CH:7][CH:8]=2)[CH2:3][CH:2]1[O:10][C:11]1[CH:16]=[CH:15][C:14](/[CH:17]=[CH:18]/[C:19]([O:21][CH3:22])=[O:20])=[CH:13][CH:12]=1.O1CCCC1. The catalyst is [C].[Pd].CO. The product is [CH2:3]1[C:4]2[C:9](=[CH:8][CH:7]=[CH:6][CH:5]=2)[CH2:1][CH:2]1[O:10][C:11]1[CH:16]=[CH:15][C:14]([CH2:17][CH2:18][C:19]([O:21][CH3:22])=[O:20])=[CH:13][CH:12]=1. The yield is 0.890. (2) The reactants are [N:1]1([C:6]2[CH:13]=[CH:12][C:9]([C:10]#[N:11])=[CH:8][CH:7]=2)[CH:5]=[CH:4][CH:3]=[N:2]1.B.O1CCCC1. The catalyst is CO. The product is [N:1]1([C:6]2[CH:13]=[CH:12][C:9]([CH2:10][NH2:11])=[CH:8][CH:7]=2)[CH:5]=[CH:4][CH:3]=[N:2]1. The yield is 0.830. (3) The reactants are C([Li])CCC.C(NC(C)C)(C)C.[F:13][C:14]1[CH:19]=[CH:18][C:17]([F:20])=[CH:16][N:15]=1.[I:21]I. The catalyst is O1CCCC1.O. The product is [F:13][C:14]1[CH:19]=[C:18]([I:21])[C:17]([F:20])=[CH:16][N:15]=1. The yield is 0.440. (4) The reactants are O[CH2:2][CH2:3][CH:4]1[CH2:7][N:6]([C:8]([O:10][C:11]([CH3:14])([CH3:13])[CH3:12])=[O:9])[CH2:5]1.C1C=CC(P(C2C=CC=CC=2)C2C=CC=CC=2)=CC=1.N1C=CN=C1.[I:39]I. The catalyst is O.C(#N)C. The product is [I:39][CH2:2][CH2:3][CH:4]1[CH2:7][N:6]([C:8]([O:10][C:11]([CH3:14])([CH3:13])[CH3:12])=[O:9])[CH2:5]1. The yield is 0.690.